Dataset: Reaction yield outcomes from USPTO patents with 853,638 reactions. Task: Predict the reaction yield, written as a fraction of the theoretical maximum amount of product (1.0 means a 100% yield; for example, 0.34 means a 34% yield). (1) The reactants are C([O:8][C:9](=[O:43])[CH2:10][C@@H:11]([C:24]1[CH:28]=[CH:27][N:26]([C:29]2[CH:34]=[CH:33][C:32]([C:35]3[CH:40]=[CH:39][C:38]([C:41]#[N:42])=[CH:37][CH:36]=3)=[CH:31][CH:30]=2)[CH:25]=1)[C:12]([NH:14][C@H:15]([C:20](=[O:23])[NH:21][CH3:22])[C:16]([CH3:19])([CH3:18])[CH3:17])=[O:13])C1C=CC=CC=1. The catalyst is CCO.CCOC(C)=O. The product is [C:41]([C:38]1[CH:39]=[CH:40][C:35]([C:32]2[CH:31]=[CH:30][C:29]([N:26]3[CH:27]=[CH:28][C:24]([C@@H:11]([C:12]([NH:14][C@H:15]([C:20](=[O:23])[NH:21][CH3:22])[C:16]([CH3:19])([CH3:17])[CH3:18])=[O:13])[CH2:10][C:9]([OH:43])=[O:8])=[CH:25]3)=[CH:34][CH:33]=2)=[CH:36][CH:37]=1)#[N:42]. The yield is 0.870. (2) The reactants are [CH2:1]([NH:8][C:9]1[N:14]2[N:15]=[CH:16][C:17]([C:18]([OH:20])=O)=[C:13]2[N:12]=[CH:11][C:10]=1[C:21]([N:23]1[CH2:28][CH2:27][N:26]([C:29]2[CH:34]=[CH:33][CH:32]=[CH:31][C:30]=2[Cl:35])[CH2:25][CH2:24]1)=[O:22])[C:2]1[CH:7]=[CH:6][CH:5]=[CH:4][CH:3]=1.[CH3:36][S:37]([NH2:40])(=[O:39])=[O:38]. No catalyst specified. The product is [CH2:1]([NH:8][C:9]1[N:14]2[N:15]=[CH:16][C:17]([C:18]([NH:40][S:37]([CH3:36])(=[O:39])=[O:38])=[O:20])=[C:13]2[N:12]=[CH:11][C:10]=1[C:21]([N:23]1[CH2:28][CH2:27][N:26]([C:29]2[CH:34]=[CH:33][CH:32]=[CH:31][C:30]=2[Cl:35])[CH2:25][CH2:24]1)=[O:22])[C:2]1[CH:3]=[CH:4][CH:5]=[CH:6][CH:7]=1. The yield is 0.250. (3) The product is [NH2:8][C:4]1[N:5]=[CH:6][N:7]=[C:2]([NH:15][C@H:16]([C:19]2[N:28]([CH:29]3[CH2:30][CH2:31]3)[C:27](=[O:32])[C:26]3[C:21](=[CH:22][CH:23]=[CH:24][C:25]=3[Cl:33])[N:20]=2)[CH2:17][CH3:18])[C:3]=1[C:9]1[N:13]=[C:12]([CH3:14])[O:11][N:10]=1. The yield is 0.860. No catalyst specified. The reactants are Cl[C:2]1[N:7]=[CH:6][N:5]=[C:4]([NH2:8])[C:3]=1[C:9]1[N:13]=[C:12]([CH3:14])[O:11][N:10]=1.[NH2:15][C@H:16]([C:19]1[N:28]([CH:29]2[CH2:31][CH2:30]2)[C:27](=[O:32])[C:26]2[C:21](=[CH:22][CH:23]=[CH:24][C:25]=2[Cl:33])[N:20]=1)[CH2:17][CH3:18].C(N(CC)C(C)C)(C)C. (4) The reactants are [O:1]=[C:2]1[CH2:10][C:9]2[C:4](=[CH:5][C:6]([C:11]([OH:13])=O)=[CH:7][CH:8]=2)[NH:3]1.[CH2:14]1[C@H:23]2[C@H:18]([CH2:19][CH2:20][C:21]3[CH:27]=[CH:26][CH:25]=[CH:24][C:22]=32)[NH:17][CH2:16][CH2:15]1.F[P-](F)(F)(F)(F)F.N1(OC(N(C)C)=[N+](C)C)C2N=CC=CC=2N=N1. No catalyst specified. The product is [CH2:14]1[C@H:23]2[C@H:18]([CH2:19][CH2:20][C:21]3[CH:27]=[CH:26][CH:25]=[CH:24][C:22]=32)[N:17]([C:11]([C:6]2[CH:5]=[C:4]3[C:9]([CH2:10][C:2](=[O:1])[NH:3]3)=[CH:8][CH:7]=2)=[O:13])[CH2:16][CH2:15]1. The yield is 0.120. (5) The reactants are Cl.Br[C:3]1[CH:8]=[CH:7][N:6]=[CH:5][CH:4]=1.C(N(CC)CC)C.[C:16]1([C:22]#[CH:23])[CH:21]=[CH:20][CH:19]=[CH:18][CH:17]=1. The catalyst is CN(C=O)C.C1C=CC([P]([Pd]([P](C2C=CC=CC=2)(C2C=CC=CC=2)C2C=CC=CC=2)([P](C2C=CC=CC=2)(C2C=CC=CC=2)C2C=CC=CC=2)[P](C2C=CC=CC=2)(C2C=CC=CC=2)C2C=CC=CC=2)(C2C=CC=CC=2)C2C=CC=CC=2)=CC=1. The product is [C:16]1([C:22]#[C:23][C:3]2[CH:8]=[CH:7][N:6]=[CH:5][CH:4]=2)[CH:21]=[CH:20][CH:19]=[CH:18][CH:17]=1. The yield is 0.910. (6) The reactants are Br[C:2]1[CH:7]=[CH:6][C:5]([S:8]([NH:11][C:12]2[S:13][CH:14]=[CH:15][N:16]=2)(=[O:10])=[O:9])=[C:4]([F:17])[CH:3]=1.CC(C)([O-])C.[Na+].[CH3:24][C:25]1([CH3:65])[C:38]2C=CC=C(P(C3C=CC=CC=3)C3C=CC=CC=3)[C:33]=2OC2[C:26]1=CC=CC=2P(C1C=CC=CC=1)C1C=CC=CC=1.[NH2:66][C:67]1[S:68]C=C(C2C=CC(Cl)=CC=2)[N:71]=1.O1CCOCC1. The catalyst is C1C=CC(/C=C/C(/C=C/C2C=CC=CC=2)=O)=CC=1.C1C=CC(/C=C/C(/C=C/C2C=CC=CC=2)=O)=CC=1.C1C=CC(/C=C/C(/C=C/C2C=CC=CC=2)=O)=CC=1.[Pd].[Pd]. The product is [C:25]([C:38]1[N:66]=[C:67]([NH:71][C:2]2[CH:7]=[CH:6][C:5]([S:8]([NH:11][C:12]3[S:13][CH:14]=[CH:15][N:16]=3)(=[O:10])=[O:9])=[C:4]([F:17])[CH:3]=2)[S:68][CH:33]=1)([CH3:65])([CH3:26])[CH3:24]. The yield is 0.400.